This data is from Full USPTO retrosynthesis dataset with 1.9M reactions from patents (1976-2016). The task is: Predict the reactants needed to synthesize the given product. (1) Given the product [F:16][CH:15]([F:17])[O:14][C:12]1[CH:11]=[C:10]([O:18][CH3:19])[C:9]([N+:20]([O-:22])=[O:21])=[C:8]([N:3]2[CH:4]=[C:5]([CH3:7])[N:6]=[C:2]2[C:27]2[CH:28]=[N:29][CH:30]=[C:25]([O:24][CH3:23])[CH:26]=2)[CH:13]=1, predict the reactants needed to synthesize it. The reactants are: Br[C:2]1[N:3]([C:8]2[CH:13]=[C:12]([O:14][CH:15]([F:17])[F:16])[CH:11]=[C:10]([O:18][CH3:19])[C:9]=2[N+:20]([O-:22])=[O:21])[CH:4]=[C:5]([CH3:7])[N:6]=1.[CH3:23][O:24][C:25]1[CH:26]=[C:27](B(O)O)[CH:28]=[N:29][CH:30]=1.O1CCOCC1.C(=O)([O-])[O-].[K+].[K+]. (2) Given the product [CH2:12]([O:11][C:9]([N:6]1[CH2:7][CH2:8][CH:3]([CH2:2][NH:1][C:20]2[N:25]=[CH:24][C:23]([F:26])=[CH:22][N:21]=2)[CH2:4][CH2:5]1)=[O:10])[C:13]1[CH:14]=[CH:15][CH:16]=[CH:17][CH:18]=1, predict the reactants needed to synthesize it. The reactants are: [NH2:1][CH2:2][CH:3]1[CH2:8][CH2:7][N:6]([C:9]([O:11][CH2:12][C:13]2[CH:18]=[CH:17][CH:16]=[CH:15][CH:14]=2)=[O:10])[CH2:5][CH2:4]1.Cl[C:20]1[N:25]=[CH:24][C:23]([F:26])=[CH:22][N:21]=1.C(N(CC)CC)C. (3) Given the product [ClH:1].[ClH:1].[NH2:31][C@H:32]1[CH2:37][CH2:36][C@H:35]([NH:38][C:2]2[N:10]=[C:9]3[C:5]([N:6]=[CH:7][N:8]3[CH:11]3[CH2:12][CH2:13][CH2:14][CH2:15]3)=[C:4]([NH:16][CH2:17][CH2:18][NH:19][S:20]([C:23]3[CH:28]=[CH:27][C:26]([O:29][CH3:30])=[CH:25][CH:24]=3)(=[O:22])=[O:21])[N:3]=2)[CH2:34][CH2:33]1, predict the reactants needed to synthesize it. The reactants are: [Cl:1][C:2]1[N:10]=[C:9]2[C:5]([N:6]=[CH:7][N:8]2[CH:11]2[CH2:15][CH2:14][CH2:13][CH2:12]2)=[C:4]([NH:16][CH2:17][CH2:18][NH:19][S:20]([C:23]2[CH:28]=[CH:27][C:26]([O:29][CH3:30])=[CH:25][CH:24]=2)(=[O:22])=[O:21])[N:3]=1.[NH2:31][C@H:32]1[CH2:37][CH2:36][C@H:35]([NH2:38])[CH2:34][CH2:33]1.CCOC(C)=O. (4) The reactants are: N#N.[NH:3]1[C:7]2[CH:8]=[CH:9][CH:10]=[CH:11][C:6]=2[N:5]=[C:4]1[CH:12]([NH2:23])[CH2:13][C:14]1[CH:19]=[CH:18][C:17]([O:20][CH3:21])=[CH:16][C:15]=1[F:22].[C:24](N1C=CN=C1)(N1C=CN=C1)=[O:25].O. Given the product [F:22][C:15]1[CH:16]=[C:17]([O:20][CH3:21])[CH:18]=[CH:19][C:14]=1[CH2:13][CH:12]1[C:4]2=[N:5][C:6]3[CH:11]=[CH:10][CH:9]=[CH:8][C:7]=3[N:3]2[C:24](=[O:25])[NH:23]1, predict the reactants needed to synthesize it. (5) Given the product [OH:2][C:3]1[NH:4][C:5](=[O:17])[C:6]2[C:15]([CH:16]=1)=[N:14][CH:13]=[C:12]1[C:7]=2[CH:8]=[CH:9][CH:10]=[CH:11]1, predict the reactants needed to synthesize it. The reactants are: C[O:2][C:3]1[NH:4][C:5](=[O:17])[C:6]2[C:15]([CH:16]=1)=[N:14][CH:13]=[C:12]1[C:7]=2[CH:8]=[CH:9][CH:10]=[CH:11]1. (6) Given the product [O:2]=[C:3]1[C:8]([NH:9][C:10](=[O:29])[C@@H:11]([NH:19][C:20]2([C:23]3[CH:28]=[CH:27][CH:26]=[CH:25][N:24]=3)[CH2:22][CH2:21]2)[CH2:12][C:13]2[CH:14]=[CH:15][CH:16]=[CH:17][CH:18]=2)=[CH:7][C:6]([C:30]2[CH:31]=[CH:32][N:33]=[CH:34][CH:35]=2)=[CH:5][NH:4]1, predict the reactants needed to synthesize it. The reactants are: C[O:2][C:3]1[C:8]([NH:9][C:10](=[O:29])[C@@H:11]([NH:19][C:20]2([C:23]3[CH:28]=[CH:27][CH:26]=[CH:25][N:24]=3)[CH2:22][CH2:21]2)[CH2:12][C:13]2[CH:18]=[CH:17][CH:16]=[CH:15][CH:14]=2)=[CH:7][C:6]([C:30]2[CH:35]=[CH:34][N:33]=[CH:32][CH:31]=2)=[CH:5][N:4]=1.Cl. (7) Given the product [F:1][C:2]1[CH:7]=[CH:6][C:5]([C:8]2([CH2:21][O:22][CH2:23][C:24]3[CH:25]=[C:26]([C:34]([F:35])([F:36])[F:37])[CH:27]=[C:28]4[C:32]=3[N:31]([CH3:33])[N:30]=[CH:29]4)[CH2:13][CH2:12][NH:11][CH2:10][CH2:9]2)=[CH:4][CH:3]=1, predict the reactants needed to synthesize it. The reactants are: [F:1][C:2]1[CH:7]=[CH:6][C:5]([C:8]2([CH2:21][O:22][CH2:23][C:24]3[CH:25]=[C:26]([C:34]([F:37])([F:36])[F:35])[CH:27]=[C:28]4[C:32]=3[N:31]([CH3:33])[N:30]=[CH:29]4)[CH2:13][CH2:12][N:11](C(OC(C)(C)C)=O)[CH2:10][CH2:9]2)=[CH:4][CH:3]=1. (8) Given the product [C:19]([C@H:16]1[CH2:15][CH2:14][C@H:13]([CH2:12][N:8]2[CH2:7][C:6]3[C:10](=[C:2]([F:1])[C:3]([OH:25])=[CH:4][CH:5]=3)[C:9]2=[O:11])[CH2:18][CH2:17]1)(=[O:20])[CH3:26], predict the reactants needed to synthesize it. The reactants are: [F:1][C:2]1[C:3]([OH:25])=[CH:4][CH:5]=[C:6]2[C:10]=1[C:9](=[O:11])[N:8]([CH2:12][C@H:13]1[CH2:18][CH2:17][C@H:16]([C:19](N(OC)C)=[O:20])[CH2:15][CH2:14]1)[CH2:7]2.[CH3:26][Mg]Br.C(OCC)C.